This data is from Forward reaction prediction with 1.9M reactions from USPTO patents (1976-2016). The task is: Predict the product of the given reaction. (1) Given the reactants [F:1][C:2]1[CH:7]=[C:6]([N:8]2[CH:12]=[C:11]([CH3:13])[N:10]=[C:9]2[C:14]2[CH:19]=[CH:18][N:17]=[CH:16][C:15]=2[CH3:20])[C:5]([NH:21][C:22](=O)[CH3:23])=[C:4]([O:25][CH3:26])[CH:3]=1.O=P12OP3(OP(OP(O3)(O1)=O)(=O)O2)=O.O=P(Cl)(Cl)Cl, predict the reaction product. The product is: [F:1][C:2]1[CH:7]=[C:6]2[C:5]([N:21]=[C:22]([CH3:23])[C:12]3[N:8]2[C:9]([C:14]2[CH:19]=[CH:18][N:17]=[CH:16][C:15]=2[CH3:20])=[N:10][C:11]=3[CH3:13])=[C:4]([O:25][CH3:26])[CH:3]=1. (2) The product is: [CH3:1][O:2][C:3](=[O:13])[C:4]1[C:9]([CH3:10])=[CH:8][CH:7]=[C:6]([F:11])[C:5]=1[N:12]=[C:15]=[O:17]. Given the reactants [CH3:1][O:2][C:3](=[O:13])[C:4]1[C:9]([CH3:10])=[CH:8][CH:7]=[C:6]([F:11])[C:5]=1[NH2:12].Cl[C:15](Cl)([O:17]C(=O)OC(Cl)(Cl)Cl)Cl, predict the reaction product.